Dataset: Forward reaction prediction with 1.9M reactions from USPTO patents (1976-2016). Task: Predict the product of the given reaction. (1) The product is: [CH:1]1([CH2:4][O:5][C:6]2[N:11]=[C:10]([C:12]([NH:24][C:23]([C:25]3[S:26][CH:27]=[CH:28][N:29]=3)([CH3:30])[CH3:22])=[O:14])[CH:9]=[CH:8][C:7]=2[N:15]2[CH2:19][CH2:18][CH2:17][S:16]2(=[O:21])=[O:20])[CH2:2][CH2:3]1. Given the reactants [CH:1]1([CH2:4][O:5][C:6]2[N:11]=[C:10]([C:12]([OH:14])=O)[CH:9]=[CH:8][C:7]=2[N:15]2[CH2:19][CH2:18][CH2:17][S:16]2(=[O:21])=[O:20])[CH2:3][CH2:2]1.[CH3:22][C:23]([CH3:30])([C:25]1[S:26][CH:27]=[CH:28][N:29]=1)[NH2:24], predict the reaction product. (2) Given the reactants [Cl:1][C:2]1[CH:11]=[CH:10][CH:9]=[C:8]2[C:3]=1[N:4]=[C:5]([C:13]1[CH:18]=[CH:17][CH:16]=[C:15]([F:19])[CH:14]=1)[C:6]([CH3:12])=[N:7]2.[Br:20]N1C(C)(C)C(=O)N(Br)C1=O.C(Cl)(Cl)(Cl)Cl.C(OOC(=O)C1C=CC=CC=1)(=O)C1C=CC=CC=1, predict the reaction product. The product is: [Br:20][CH2:12][C:6]1[C:5]([C:13]2[CH:18]=[CH:17][CH:16]=[C:15]([F:19])[CH:14]=2)=[N:4][C:3]2[C:8](=[CH:9][CH:10]=[CH:11][C:2]=2[Cl:1])[N:7]=1. (3) Given the reactants [NH2:1][C:2]1[C:7]2[O:8][CH2:9][O:10][C:6]=2[C:5]([C:11]([OH:13])=O)=[CH:4][C:3]=1[Cl:14].C([N:17]1[CH:21]=[CH:20][N:19]=[CH:18]1)([N:17]1[CH:21]=[CH:20][N:19]=[CH:18]1)=O, predict the reaction product. The product is: [NH2:1][C:2]1[C:7]2[O:8][CH2:9][O:10][C:6]=2[C:5]([C:11]([N:17]2[CH:21]=[CH:20][N:19]=[CH:18]2)=[O:13])=[CH:4][C:3]=1[Cl:14]. (4) Given the reactants [CH3:1][O:2][C:3]1[CH:4]=[C:5]2[C:10](=[CH:11][C:12]=1[O:13][CH3:14])[C:9]([CH3:15])=[N:8][CH:7]=[CH:6]2.C1C=C(Cl)C=C(C(OO)=[O:24])C=1.[OH-].[Na+], predict the reaction product. The product is: [CH3:1][O:2][C:3]1[CH:4]=[C:5]2[C:10](=[CH:11][C:12]=1[O:13][CH3:14])[C:9]([CH3:15])=[N+:8]([O-:24])[CH:7]=[CH:6]2. (5) Given the reactants C(OC(=O)[C:7]1[CH:12]=[C:11]([N:13]2[CH2:17][CH2:16][CH2:15][C:14]2=[O:18])[CH:10]=[C:9](Br)[CH:8]=1)(C)(C)C.C[C:22](C)([O-:24])C.[Na+].C1(P(C2CCCCC2)[C:34]2C=CC=[CH:36][C:35]=2[C:40]2C=CC=CC=2)CCCCC1.[CH2:52]([NH:54][CH2:55][C:56]1[CH:61]=[CH:60][CH:59]=[CH:58][CH:57]=1)[CH3:53].[OH2:62], predict the reaction product. The product is: [C:35]([O:62][C:22](=[O:24])[C:12]1[CH:7]=[CH:8][CH:9]=[C:10]([N:54]([CH2:55][C:56]2[CH:61]=[CH:60][CH:59]=[CH:58][CH:57]=2)[CH2:52][CH3:53])[C:11]=1[N:13]1[CH2:17][CH2:16][CH2:15][C:14]1=[O:18])([CH3:40])([CH3:36])[CH3:34]. (6) Given the reactants [CH:1]1([C:4]2[O:5][C:6]3[C:7](=[C:9]([C:17]#[N:18])[C:10]([CH3:16])=[C:11]([CH:14]=[CH2:15])[C:12]=3F)[N:8]=2)[CH2:3][CH2:2]1.C(N(CC)CC)C.[CH3:26][N:27]([CH3:33])[C@H:28]1[CH2:32][CH2:31][NH:30][CH2:29]1.C(=O)([O-])O.[Na+], predict the reaction product. The product is: [CH:1]1([C:4]2[O:5][C:6]3[C:7](=[C:9]([C:17]#[N:18])[C:10]([CH3:16])=[C:11]([CH:14]=[CH2:15])[C:12]=3[N:30]3[CH2:31][CH2:32][C@H:28]([N:27]([CH3:33])[CH3:26])[CH2:29]3)[N:8]=2)[CH2:3][CH2:2]1.